From a dataset of Forward reaction prediction with 1.9M reactions from USPTO patents (1976-2016). Predict the product of the given reaction. Given the reactants [F:1][C:2]1[CH:7]=[CH:6][CH:5]=[C:4]([F:8])[C:3]=1[NH:9][NH:10][C:11](=[O:21])[C:12]1[C:17](I)=[CH:16][CH:15]=[N:14][C:13]=1[O:19][CH3:20].N1CCC[C@H]1C(O)=O.C(=O)([O-])[O-].[K+].[K+], predict the reaction product. The product is: [F:1][C:2]1[CH:7]=[CH:6][CH:5]=[C:4]([F:8])[C:3]=1[N:9]1[C:17]2[CH:16]=[CH:15][N:14]=[C:13]([O:19][CH3:20])[C:12]=2[C:11](=[O:21])[NH:10]1.